Dataset: Catalyst prediction with 721,799 reactions and 888 catalyst types from USPTO. Task: Predict which catalyst facilitates the given reaction. (1) Reactant: [F:1][C:2]([F:17])([F:16])[C:3]1[CH:4]=[C:5]([CH:13]=[CH:14][CH:15]=1)[NH:6][C:7](=[O:12])[C:8]([CH3:11])([CH3:10])[CH3:9].C([Li])CCC.CCCCCC.[C:29](=[O:31])=[O:30].C(=O)([O-])O.[Na+]. Product: [C:7]([NH:6][C:5]1[CH:13]=[CH:14][CH:15]=[C:3]([C:2]([F:16])([F:17])[F:1])[C:4]=1[C:29]([OH:31])=[O:30])(=[O:12])[C:8]([CH3:11])([CH3:10])[CH3:9]. The catalyst class is: 7. (2) Reactant: [F:1][C:2]([F:21])([F:20])[C:3]1[CH:4]=[C:5]([C@H:13](OS(C)(=O)=O)[CH3:14])[CH:6]=[C:7]([C:9]([F:12])([F:11])[F:10])[CH:8]=1.[Br-:22].[Na+].O. Product: [Br:22][CH:13]([C:5]1[CH:4]=[C:3]([C:2]([F:21])([F:20])[F:1])[CH:8]=[C:7]([C:9]([F:12])([F:11])[F:10])[CH:6]=1)[CH3:14]. The catalyst class is: 9. (3) Reactant: [C:1]([NH:4][C:5]1[CH:10]=[CH:9][C:8]([N+:11]([O-:13])=[O:12])=[CH:7][C:6]=1[OH:14])(=[O:3])[CH3:2].C(=O)([O-])[O-].[K+].[K+].[CH2:21](Br)[CH3:22].C(I)C. Product: [C:1]([NH:4][C:5]1[CH:10]=[CH:9][C:8]([N+:11]([O-:13])=[O:12])=[CH:7][C:6]=1[O:14][CH2:21][CH3:22])(=[O:3])[CH3:2]. The catalyst class is: 145. (4) Reactant: [N+:1]([C:4]1[CH:5]=[N:6][CH:7]=[CH:8][C:9]=1[C:10]1[CH:11]=[C:12]([CH:25]=[CH:26][CH:27]=1)[C:13]([NH:15][C:16]([C:19]1[CH:24]=[CH:23][CH:22]=[CH:21][CH:20]=1)([CH3:18])[CH3:17])=[O:14])([O-])=O. Product: [NH2:1][C:4]1[CH:5]=[N:6][CH:7]=[CH:8][C:9]=1[C:10]1[CH:11]=[C:12]([CH:25]=[CH:26][CH:27]=1)[C:13]([NH:15][C:16]([C:19]1[CH:24]=[CH:23][CH:22]=[CH:21][CH:20]=1)([CH3:18])[CH3:17])=[O:14]. The catalyst class is: 43. (5) Reactant: [NH2:1][C:2]1[N:7]=[CH:6][N:5]=[C:4]2[N:8]([CH:32]3[CH2:37][CH2:36][NH:35][CH2:34][CH2:33]3)[N:9]=[C:10]([C:11]3[CH:16]=[CH:15][C:14]([NH:17][C:18]([C:20]4[N:21]([CH3:29])[C:22]5[C:27]([CH:28]=4)=[CH:26][CH:25]=[CH:24][CH:23]=5)=[O:19])=[C:13]([O:30][CH3:31])[CH:12]=3)[C:3]=12.Br[CH2:39][CH2:40][F:41].C(=O)([O-])[O-].[K+].[K+].[I-].[Na+]. Product: [NH2:1][C:2]1[N:7]=[CH:6][N:5]=[C:4]2[N:8]([CH:32]3[CH2:37][CH2:36][N:35]([CH2:39][CH2:40][F:41])[CH2:34][CH2:33]3)[N:9]=[C:10]([C:11]3[CH:16]=[CH:15][C:14]([NH:17][C:18]([C:20]4[N:21]([CH3:29])[C:22]5[C:27]([CH:28]=4)=[CH:26][CH:25]=[CH:24][CH:23]=5)=[O:19])=[C:13]([O:30][CH3:31])[CH:12]=3)[C:3]=12. The catalyst class is: 3. (6) Reactant: CC(C)CCN[C:6]1[CH:13]=[CH:12][C:9](C#N)=[CH:8][C:7]=1[N+:14]([O-:16])=[O:15].[H-].[Na+].CI. Product: [N+:14]([C:7]1[CH:8]=[CH:9][CH:12]=[CH:13][CH:6]=1)([O-:16])=[O:15]. The catalyst class is: 3. (7) Reactant: C(NC(C)C)(C)C.[Li]CCCC.[CH2:13]([N:20]1[CH2:25][CH2:24][CH:23]([C:26]([O:28][CH2:29][CH3:30])=[O:27])[CH2:22][CH2:21]1)[C:14]1[CH:19]=[CH:18][CH:17]=[CH:16][CH:15]=1.[N:31]([C:40]([O:42][C:43]([CH3:46])([CH3:45])[CH3:44])=[O:41])=[N:32][C:33]([O:35][C:36]([CH3:39])([CH3:38])[CH3:37])=[O:34]. Product: [CH2:13]([N:20]1[CH2:25][CH2:24][C:23]([N:31]([C:40]([O:42][C:43]([CH3:46])([CH3:45])[CH3:44])=[O:41])[NH:32][C:33]([O:35][C:36]([CH3:37])([CH3:38])[CH3:39])=[O:34])([C:26]([O:28][CH2:29][CH3:30])=[O:27])[CH2:22][CH2:21]1)[C:14]1[CH:15]=[CH:16][CH:17]=[CH:18][CH:19]=1. The catalyst class is: 1. (8) Reactant: [CH3:1][CH:2]([N:4]1[C:12](/[CH:13]=[CH:14]/[CH:15]([OH:23])[CH2:16][CH:17]([OH:22])[CH2:18][C:19]([OH:21])=[O:20])=[C:11]([C:24]2[CH:25]=[CH:26][C:27]([F:30])=[CH:28][CH:29]=2)[C:10]2[CH:9]=[CH:8][CH:7]=[CH:6][C:5]1=2)[CH3:3].[OH-].[Na+:32].CC(C)=O. Product: [CH3:3][CH:2]([N:4]1[C:12](/[CH:13]=[CH:14]/[CH:15]([OH:23])[CH2:16][CH:17]([OH:22])[CH2:18][C:19]([O-:21])=[O:20])=[C:11]([C:24]2[CH:29]=[CH:28][C:27]([F:30])=[CH:26][CH:25]=2)[C:10]2[CH:9]=[CH:8][CH:7]=[CH:6][C:5]1=2)[CH3:1].[Na+:32]. The catalyst class is: 5.